This data is from Peptide-MHC class I binding affinity with 185,985 pairs from IEDB/IMGT. The task is: Regression. Given a peptide amino acid sequence and an MHC pseudo amino acid sequence, predict their binding affinity value. This is MHC class I binding data. (1) The peptide sequence is KGFFRVFKK. The MHC is HLA-A69:01 with pseudo-sequence HLA-A69:01. The binding affinity (normalized) is 0.0847. (2) The peptide sequence is MARPADASM. The MHC is HLA-B57:01 with pseudo-sequence HLA-B57:01. The binding affinity (normalized) is 0.557.